The task is: Predict the reaction yield, written as a fraction of the theoretical maximum amount of product (1.0 means a 100% yield; for example, 0.34 means a 34% yield).. This data is from Reaction yield outcomes from USPTO patents with 853,638 reactions. (1) The reactants are [N:1]([CH2:4][CH2:5][CH2:6][CH:7]1[C:16]2[C:11](=[CH:12][C:13]([O:17][CH2:18][O:19][CH3:20])=[CH:14][CH:15]=2)[O:10][CH2:9][C:8]1([C:22]1[CH:27]=[CH:26][C:25]([O:28][CH2:29][O:30][CH3:31])=[CH:24][CH:23]=1)[CH3:21])=[N+]=[N-].C(Cl)(Cl)Cl.O.N. The catalyst is CO.O1CCCC1.[Pd]. The product is [NH2:1][CH2:4][CH2:5][CH2:6][CH:7]1[C:16]2[C:11](=[CH:12][C:13]([O:17][CH2:18][O:19][CH3:20])=[CH:14][CH:15]=2)[O:10][CH2:9][C:8]1([C:22]1[CH:23]=[CH:24][C:25]([O:28][CH2:29][O:30][CH3:31])=[CH:26][CH:27]=1)[CH3:21]. The yield is 0.730. (2) The reactants are [CH:1]1[C:2]([C:10]([OH:12])=[O:11])=[CH:3][N:4]2[C:9]=1[CH2:8][CH2:7][CH2:6][CH2:5]2.[CH3:13]N(C=O)C.C(Cl)(=O)C(Cl)=O.C(N(CC)CC)C. The catalyst is CO.C(Cl)Cl. The product is [CH:1]1[C:2]([C:10]([O:12][CH3:13])=[O:11])=[CH:3][N:4]2[C:9]=1[CH2:8][CH2:7][CH2:6][CH2:5]2. The yield is 0.580.